This data is from Catalyst prediction with 721,799 reactions and 888 catalyst types from USPTO. The task is: Predict which catalyst facilitates the given reaction. The catalyst class is: 846. Product: [CH3:6][O:7][C:8](=[O:28])[C:9]1[CH:14]=[C:13]([O:15][CH2:16][O:17][CH3:18])[CH:12]=[C:11]([O:19][C:20]2[CH:25]=[CH:24][C:23]([S:2]([CH3:1])(=[O:4])=[O:3])=[C:22]([F:27])[CH:21]=2)[CH:10]=1. Reactant: [CH3:1][S:2]([O-:4])=[O:3].[Na+].[CH3:6][O:7][C:8](=[O:28])[C:9]1[CH:14]=[C:13]([O:15][CH2:16][O:17][CH3:18])[CH:12]=[C:11]([O:19][C:20]2[CH:25]=[CH:24][C:23](Br)=[C:22]([F:27])[CH:21]=2)[CH:10]=1.O.[Cl-].[Na+].O.N.C(OC(=O)C)C.